Dataset: Catalyst prediction with 721,799 reactions and 888 catalyst types from USPTO. Task: Predict which catalyst facilitates the given reaction. Reactant: [CH2:1]([O:3][C:4]([C:6]1([C:9]2[CH:14]=[CH:13][C:12]([C:15]3[CH:20]=[CH:19][C:18]([C:21]4[S:22][C:23]([Cl:29])=[CH:24][C:25]=4C(=O)N)=[CH:17][C:16]=3[O:30][CH3:31])=[CH:11][CH:10]=2)[CH2:8][CH2:7]1)=[O:5])[CH3:2].[N:32]1[CH:37]=CC=CC=1.FC(F)(F)C(OI(C1C=CC=CC=1)OC(=O)C(F)(F)F)=[O:41].[F:59][C:60]1[CH:65]=[CH:64][C:63]([C@H:66]([OH:68])[CH3:67])=[CH:62][CH:61]=1. Product: [CH2:1]([O:3][C:4]([C:6]1([C:9]2[CH:10]=[CH:11][C:12]([C:15]3[CH:20]=[CH:19][C:18]([C:21]4[S:22][C:23]([Cl:29])=[CH:24][C:25]=4[NH:32][C:37]([O:68][C@@H:66]([C:63]4[CH:64]=[CH:65][C:60]([F:59])=[CH:61][CH:62]=4)[CH3:67])=[O:41])=[CH:17][C:16]=3[O:30][CH3:31])=[CH:13][CH:14]=2)[CH2:8][CH2:7]1)=[O:5])[CH3:2]. The catalyst class is: 727.